From a dataset of Retrosynthesis with 50K atom-mapped reactions and 10 reaction types from USPTO. Predict the reactants needed to synthesize the given product. (1) Given the product CC(=O)Nc1ccc(-c2ccc(C(=O)O)c(=O)[nH]2)cc1, predict the reactants needed to synthesize it. The reactants are: CC(=O)O.Nc1ccc(-c2ccc(C(=O)O)c(=O)[nH]2)cc1. (2) Given the product COC(=O)c1cc(Oc2ccc(Nc3ncnc4ccn(CCNC(=O)OC(C)(C)C)c34)cc2Cl)cc(C(F)(F)F)c1, predict the reactants needed to synthesize it. The reactants are: CC(C)(C)OC(=O)NCCn1ccc2ncnc(Cl)c21.COC(=O)c1cc(Oc2ccc(N)cc2Cl)cc(C(F)(F)F)c1. (3) Given the product CC(=O)NCCNS(=O)(=O)c1ccc(-c2c[nH]c3cc(F)ccc23)cn1, predict the reactants needed to synthesize it. The reactants are: CC(=O)NCCNS(=O)(=O)c1ccc(-c2cn(C(=O)OC(C)(C)C)c3cc(F)ccc23)cn1. (4) Given the product CS(=O)(=O)OCCSC1(c2cn(C(c3ccccc3)(c3ccccc3)c3ccccc3)cn2)CCCc2cc(C#N)ccc21, predict the reactants needed to synthesize it. The reactants are: CS(=O)(=O)Cl.N#Cc1ccc2c(c1)CCCC2(SCCO)c1cn(C(c2ccccc2)(c2ccccc2)c2ccccc2)cn1. (5) Given the product COc1ccc(OC(c2ccc(OC)cc2)C(Cl)(Cl)Cl)cc1, predict the reactants needed to synthesize it. The reactants are: COc1ccc(C(O)C(Cl)(Cl)Cl)cc1.COc1ccc(O)cc1. (6) Given the product CCNC(=O)Nc1ccc(-c2nc(C(=O)N(C)C)c(C(=O)OCC)s2)cn1, predict the reactants needed to synthesize it. The reactants are: CCNC(=O)Nc1ccc(B2OC(C)(C)C(C)(C)O2)cn1.CCOC(=O)c1sc(Cl)nc1C(=O)N(C)C. (7) Given the product CC(C)(C)OC(=O)N1CC(C(=O)N2CCC(C#N)(Cc3ccc(F)nc3)CC2)Oc2cc(OCc3ccccc3)c(Cl)cc21, predict the reactants needed to synthesize it. The reactants are: CC(C)(C)OC(=O)N1CC(C(=O)O)Oc2cc(OCc3ccccc3)c(Cl)cc21.N#CC1(Cc2ccc(F)nc2)CCNCC1.